From a dataset of Reaction yield outcomes from USPTO patents with 853,638 reactions. Predict the reaction yield, written as a fraction of the theoretical maximum amount of product (1.0 means a 100% yield; for example, 0.34 means a 34% yield). (1) The reactants are [Cl:1][C:2]1[CH:3]=[C:4]([CH:8]=[CH:9][CH:10]=1)[C:5](=[NH:7])[NH2:6].[CH:11]1([C:14](=O)[CH2:15][C:16](OCC)=[O:17])[CH2:13][CH2:12]1.C[O-].[Na+].CO. The catalyst is C(O)C. The product is [Cl:1][C:2]1[CH:3]=[C:4]([C:5]2[NH:6][C:16](=[O:17])[CH:15]=[C:14]([CH:11]3[CH2:13][CH2:12]3)[N:7]=2)[CH:8]=[CH:9][CH:10]=1. The yield is 0.310. (2) The reactants are [Cl:1][C:2]1[CH:3]=[CH:4][C:5]2[N:28]3[C:29]([CH:32]=[O:33])=[CH:30][CH:31]=[C:27]3[C:8]3([CH2:13][CH2:12][N:11]([C:14](=[O:26])[C:15]4[CH:20]=[CH:19][C:18]([O:21][CH:22]([CH3:24])[CH3:23])=[C:17]([CH3:25])[CH:16]=4)[CH2:10][CH2:9]3)[O:7][C:6]=2[CH:34]=1.[Mn]([O-])(=O)(=O)=[O:36].[K+]. The catalyst is CC(C)=O.O. The product is [Cl:1][C:2]1[CH:3]=[CH:4][C:5]2[N:28]3[C:29]([C:32]([OH:36])=[O:33])=[CH:30][CH:31]=[C:27]3[C:8]3([CH2:13][CH2:12][N:11]([C:14](=[O:26])[C:15]4[CH:20]=[CH:19][C:18]([O:21][CH:22]([CH3:24])[CH3:23])=[C:17]([CH3:25])[CH:16]=4)[CH2:10][CH2:9]3)[O:7][C:6]=2[CH:34]=1. The yield is 0.130. (3) The reactants are [CH3:1][C:2]1[O:3][CH2:4][CH:5]([C:7]2[CH:12]=[CH:11][CH:10]=[CH:9][CH:8]=2)[N:6]=1.CN(C)C1C=CC=CC=1.Cl[C:23]([N:25]=[C:26]=[O:27])=[O:24]. The catalyst is ClCCl. The product is [C:7]1([CH:5]2[N:6]3[C:23](=[O:24])[NH:25][C:26](=[O:27])[CH:1]=[C:2]3[O:3][CH2:4]2)[CH:8]=[CH:9][CH:10]=[CH:11][CH:12]=1. The yield is 0.990. (4) The reactants are [Br:1][C:2]1[CH:7]=[CH:6][C:5]([NH:8][C:9]2[C:10]([C:17]([OH:19])=O)=[CH:11][N:12]([CH3:16])[C:13](=[O:15])[CH:14]=2)=[C:4]([F:20])[CH:3]=1.CCN=C=NCCCN(C)C.C1C=CC2N(O)N=NC=2C=1.[CH:42]1([CH2:45][O:46][NH2:47])[CH2:44][CH2:43]1.CCN(CC)CC. The catalyst is CN(C=O)C.CCOC(C)=O. The product is [CH:42]1([CH2:45][O:46][NH:47][C:17]([C:10]2[C:9]([NH:8][C:5]3[CH:6]=[CH:7][C:2]([Br:1])=[CH:3][C:4]=3[F:20])=[CH:14][C:13](=[O:15])[N:12]([CH3:16])[CH:11]=2)=[O:19])[CH2:44][CH2:43]1. The yield is 0.890. (5) The reactants are [C:1]1([S:7]([N:10]2[CH2:15][CH2:14][CH:13]([CH2:16][N:17]3[C:25]4[C:20](=[CH:21][C:22]([C:26]5[CH:27]=[N:28][N:29](C6CCCCO6)[CH:30]=5)=[CH:23][CH:24]=4)[CH:19]=[CH:18]3)[CH2:12][CH2:11]2)(=[O:9])=[O:8])[CH:6]=[CH:5][CH:4]=[CH:3][CH:2]=1.C1(C)C=CC(S(O)(=O)=O)=CC=1.C(OCC)(=O)C. The catalyst is CO. The product is [C:1]1([S:7]([N:10]2[CH2:11][CH2:12][CH:13]([CH2:16][N:17]3[C:25]4[C:20](=[CH:21][C:22]([C:26]5[CH:30]=[N:29][NH:28][CH:27]=5)=[CH:23][CH:24]=4)[CH:19]=[CH:18]3)[CH2:14][CH2:15]2)(=[O:9])=[O:8])[CH:2]=[CH:3][CH:4]=[CH:5][CH:6]=1. The yield is 0.590. (6) The reactants are [C:1]([O:5][CH2:6][CH3:7])(=[O:4])[CH:2]=O.N1CCCCC1.C(O)(=O)C.[NH:18]1[C:26]2[C:21](=[CH:22][CH:23]=[CH:24][CH:25]=2)[CH2:20][C:19]1=[O:27]. The catalyst is C1(C)C=CC=CC=1.C(O)C. The product is [C:1]([O:5][CH2:6][CH:7]=[C:20]1[C:21]2[C:26](=[CH:25][CH:24]=[CH:23][CH:22]=2)[NH:18][C:19]1=[O:27])(=[O:4])[CH3:2]. The yield is 0.470. (7) The reactants are [NH2:1][C:2]1[CH:7]=[CH:6][C:5]([NH2:8])=[CH:4][C:3]=1[S:9]([NH2:12])(=[O:11])=[O:10].N1C=CC=CC=1.[CH3:19][S:20](Cl)(=[O:22])=[O:21]. The catalyst is ClCCl. The product is [NH2:1][C:2]1[CH:7]=[CH:6][C:5]([NH:8][S:20]([CH3:19])(=[O:22])=[O:21])=[CH:4][C:3]=1[S:9]([NH2:12])(=[O:10])=[O:11]. The yield is 0.730. (8) The reactants are [Cl:1][C:2]1[CH:7]=[CH:6][N:5]=[C:4]2[CH:8]=[CH:9][S:10][C:3]=12.[Li]CCCC.CCOCC.I[C:22]1[N:23]=[CH:24][N:25]([CH2:27][CH2:28][N:29]2[CH2:34][CH2:33][N:32]([C:35]([O:37][C:38]([CH3:41])([CH3:40])[CH3:39])=[O:36])[CH2:31][CH2:30]2)[CH:26]=1. The catalyst is C1COCC1.[Cl-].[Cl-].[Zn+2]. The yield is 0.720. The product is [Cl:1][C:2]1[CH:7]=[CH:6][N:5]=[C:4]2[CH:8]=[C:9]([C:22]3[N:23]=[CH:24][N:25]([CH2:27][CH2:28][N:29]4[CH2:34][CH2:33][N:32]([C:35]([O:37][C:38]([CH3:41])([CH3:40])[CH3:39])=[O:36])[CH2:31][CH2:30]4)[CH:26]=3)[S:10][C:3]=12. (9) The reactants are [CH3:1][C:2]1[C:6]([CH2:7][O:8][C:9]2[CH:24]=[CH:23][C:12]([CH2:13][O:14][C:15]3[N:22]=[CH:21][CH:20]=[CH:19][C:16]=3[C:17]#N)=[CH:11][CH:10]=2)=[CH:5][N:4]([C:25]2[CH:30]=[CH:29][CH:28]=[CH:27][N:26]=2)[N:3]=1.C1(C)C=CC=CC=1.[H-].C([Al+]CC(C)C)C(C)C.S([O-])([O-])(=O)=[O:49].[Na+].[Na+]. The catalyst is CCCCCC.C(OCC)(=O)C. The product is [CH3:1][C:2]1[C:6]([CH2:7][O:8][C:9]2[CH:24]=[CH:23][C:12]([CH2:13][O:14][C:15]3[N:22]=[CH:21][CH:20]=[CH:19][C:16]=3[CH:17]=[O:49])=[CH:11][CH:10]=2)=[CH:5][N:4]([C:25]2[CH:30]=[CH:29][CH:28]=[CH:27][N:26]=2)[N:3]=1. The yield is 0.300.